From a dataset of Reaction yield outcomes from USPTO patents with 853,638 reactions. Predict the reaction yield, written as a fraction of the theoretical maximum amount of product (1.0 means a 100% yield; for example, 0.34 means a 34% yield). The reactants are [CH:1]1([CH:7]2[N:11]([C:12]3[CH:17]=[CH:16][C:15]([C:18]4[CH:22]=[CH:21][O:20][N:19]=4)=[CH:14][CH:13]=3)[C:10](=[O:23])[C:9]([OH:24])=[C:8]2[C:25](=[O:34])[C:26]2[CH:31]=[CH:30][C:29]([O:32]C)=[CH:28][CH:27]=2)[CH2:6][CH2:5][CH2:4][CH2:3][CH2:2]1.B(Br)(Br)Br.C(=O)([O-])[O-].[K+].[K+].[OH-].[Na+]. The catalyst is ClCCl. The product is [CH:1]1([CH:7]2[N:11]([C:12]3[CH:13]=[CH:14][C:15]([C:18]4[CH:22]=[CH:21][O:20][N:19]=4)=[CH:16][CH:17]=3)[C:10](=[O:23])[C:9]([OH:24])=[C:8]2[C:25](=[O:34])[C:26]2[CH:27]=[CH:28][C:29]([OH:32])=[CH:30][CH:31]=2)[CH2:2][CH2:3][CH2:4][CH2:5][CH2:6]1. The yield is 0.310.